Dataset: Reaction yield outcomes from USPTO patents with 853,638 reactions. Task: Predict the reaction yield, written as a fraction of the theoretical maximum amount of product (1.0 means a 100% yield; for example, 0.34 means a 34% yield). (1) The reactants are [CH2:1]([OH:9])[CH2:2][C:3]1[CH:8]=[CH:7][CH:6]=[CH:5][CH:4]=1.[CH3:10][O:11][C:12](=[O:18])[CH2:13][CH2:14][C:15](Cl)=[O:16].[Cl-].[Al+3].[Cl-].[Cl-].[Na]. The catalyst is CO.C(OCC)(=O)C.ClCCl. The product is [CH3:10][O:11][C:12](=[O:18])[CH2:13][CH2:14][C:15]([C:6]1[CH:7]=[CH:8][C:3]([CH2:2][CH2:1][OH:9])=[CH:4][CH:5]=1)=[O:16]. The yield is 0.570. (2) The reactants are [Cl:1][C:2]1[CH:3]=[C:4]([SH:9])[CH:5]=[CH:6][C:7]=1[F:8].[C:10](=O)([O-])[O-].[K+].[K+].CI. The catalyst is CN(C=O)C.O. The product is [Cl:1][C:2]1[CH:3]=[C:4]([S:9][CH3:10])[CH:5]=[CH:6][C:7]=1[F:8]. The yield is 0.980. (3) The yield is 0.850. The product is [F:1][C:2]1[N:7]=[CH:6][C:5]([CH:8]([N:16]2[CH2:21][CH2:20][O:19][CH2:18][CH2:17]2)[CH3:9])=[CH:4][CH:3]=1. The reactants are [F:1][C:2]1[N:7]=[CH:6][C:5]([CH:8](O)[CH3:9])=[CH:4][CH:3]=1.CS(Cl)(=O)=O.[NH:16]1[CH2:21][CH2:20][O:19][CH2:18][CH2:17]1. The catalyst is C(Cl)Cl.O.C1COCC1.CCN(CC)CC. (4) The reactants are [F:1][C:2]1[CH:10]=[C:9]2[C:5]([C:6]([C:20]3[CH:21]=[CH:22][C:23]([NH:26][C:27](=[O:33])[O:28][C:29]([CH3:32])([CH3:31])[CH3:30])=[N:24][CH:25]=3)=[CH:7][N:8]2[S:11]([C:14]2[CH:19]=[CH:18][CH:17]=[CH:16][CH:15]=2)(=[O:13])=[O:12])=[CH:4][CH:3]=1.[H-].[Na+].Br[CH2:37][C:38]([NH2:40])=[O:39]. No catalyst specified. The product is [NH2:40][C:38](=[O:39])[CH2:37][N:26]([C:23]1[CH:22]=[CH:21][C:20]([C:6]2[C:5]3[C:9](=[CH:10][C:2]([F:1])=[CH:3][CH:4]=3)[N:8]([S:11]([C:14]3[CH:15]=[CH:16][CH:17]=[CH:18][CH:19]=3)(=[O:13])=[O:12])[CH:7]=2)=[CH:25][N:24]=1)[C:27](=[O:33])[O:28][C:29]([CH3:30])([CH3:32])[CH3:31]. The yield is 0.440.